From a dataset of Full USPTO retrosynthesis dataset with 1.9M reactions from patents (1976-2016). Predict the reactants needed to synthesize the given product. Given the product [CH2:1]([O:8][C:9]1[C:14]([Cl:15])=[CH:13][C:12]([C:16]([N:18]2[C:23]3[CH:24]=[CH:25][CH:26]=[CH:27][C:22]=3[O:21][CH2:20][CH2:19]2)=[S:38])=[CH:11][C:10]=1[Cl:28])[C:2]1[CH:7]=[CH:6][CH:5]=[CH:4][CH:3]=1, predict the reactants needed to synthesize it. The reactants are: [CH2:1]([O:8][C:9]1[C:14]([Cl:15])=[CH:13][C:12]([C:16]([N:18]2[C:23]3[CH:24]=[CH:25][CH:26]=[CH:27][C:22]=3[O:21][CH2:20][CH2:19]2)=O)=[CH:11][C:10]=1[Cl:28])[C:2]1[CH:7]=[CH:6][CH:5]=[CH:4][CH:3]=1.COC1C=CC(P2(SP(C3C=CC(OC)=CC=3)(=S)S2)=[S:38])=CC=1.